Task: Predict the reactants needed to synthesize the given product.. Dataset: Full USPTO retrosynthesis dataset with 1.9M reactions from patents (1976-2016) Given the product [C:11]([O:10][C:8]([N:5]1[CH2:4][CH2:3][C:2](=[O:1])[CH:7]([C:27](=[O:28])[C:26]([CH3:31])([CH3:30])[CH3:25])[CH2:6]1)=[O:9])([CH3:14])([CH3:13])[CH3:12], predict the reactants needed to synthesize it. The reactants are: [O:1]=[C:2]1[CH2:7][CH2:6][N:5]([C:8]([O:10][C:11]([CH3:14])([CH3:13])[CH3:12])=[O:9])[CH2:4][CH2:3]1.[Li+].C[Si]([N-][Si](C)(C)C)(C)C.[CH3:25][C:26]([CH3:31])([CH3:30])[C:27](Cl)=[O:28].